Dataset: Forward reaction prediction with 1.9M reactions from USPTO patents (1976-2016). Task: Predict the product of the given reaction. (1) Given the reactants C([N:8]1[C:16]2[C:15](=[O:17])[N:14]([CH2:18][CH2:19][CH2:20][CH2:21][C@@H:22]([OH:24])[CH3:23])[C:13](=[O:25])[N:12]([CH3:26])[C:11]=2[N:10]=[CH:9]1)C1C=CC=CC=1.C(O)(=O)C.[H][H], predict the reaction product. The product is: [OH:24][C@@H:22]([CH3:23])[CH2:21][CH2:20][CH2:19][CH2:18][N:14]1[C:15](=[O:17])[C:16]2[NH:8][CH:9]=[N:10][C:11]=2[N:12]([CH3:26])[C:13]1=[O:25]. (2) Given the reactants CC1(C)S[C@@H]2[C@H](NC([C@H](N)C3C=CC=CC=3)=O)C(=O)N2[C@H]1C(O)=O.CC(S[C@@H]1O[C@H](CO)[C@H](O)[C@H](O)[C@H]1O)C.NCC(=O)CCC(O)=O.CC[C@@H](C(O[C@@H]1[C@@H]2[C@@H](CCCC[C@@H](O)CC([O-])=O)[C@@H](C)C=CC2=CCC1)=O)C.[Na+].C1N=C(N)C2N=CN([C@@H]3O[C@H](COP(OP(OC[C@H]4O[C@@H](N5C=C(C(N)=O)CC=C5)[C@H](O)[C@@H]4O)(O)=O)(O)=O)[C@@H](O)[C@H]3OP(O)(O)=O)C=2N=1.[CH3:126][CH2:127][C@@H:128]([C:130]([O:132][C@@H:133]1[C@@H:138]2[C@@H:139]([CH2:144][CH2:145][C@@H:146]([OH:154])[CH2:147][C@@H:148]([OH:153])[CH2:149][C:150]([OH:152])=[O:151])[C@@H:140]([CH3:143])[CH:141]=[CH:142][C:137]2=[CH:136][C@@H:135](O)[CH2:134]1)=[O:131])[CH3:129], predict the reaction product. The product is: [CH3:126][CH2:127][C@@H:128]([C:130]([O:132][C@@H:133]1[C@@H:138]2[C@@H:139]([CH2:144][CH2:145][C@@H:146]([OH:154])[CH2:147][C@@H:148]([OH:153])[CH2:149][C:150]([OH:152])=[O:151])[C@@H:140]([CH3:143])[CH:141]=[CH:142][C:137]2=[CH:136][CH2:135][CH2:134]1)=[O:131])[CH3:129]. (3) Given the reactants [NH2:1][C@@H:2]([CH2:34][C:35]1[CH:40]=[CH:39][CH:38]=[CH:37][CH:36]=1)[C@@H:3]([OH:33])[CH2:4][C@@H:5]([NH:20][C:21]([C@@H:23]([NH:28][C:29](=[O:32])[O:30][CH3:31])[C:24]([CH3:27])([CH3:26])[CH3:25])=[O:22])[CH2:6][C:7]1[CH:12]=[CH:11][C:10]([C:13]2[CH:18]=[CH:17][C:16]([CH3:19])=[CH:15][N:14]=2)=[CH:9][CH:8]=1.[CH3:41][O:42][C:43]([NH:45][C@@H:46]([C:50]([CH3:53])([CH3:52])[CH3:51])[C:47](O)=[O:48])=[O:44].CCOP(ON1N=NC2C=CC=CC=2C1=O)(OCC)=O.C(N(CC)C(C)C)(C)C, predict the reaction product. The product is: [CH2:34]([C@@H:2]([C@@H:3]([OH:33])[CH2:4][C@H:5]([CH2:6][C:7]1[CH:12]=[CH:11][C:10]([C:13]2[CH:18]=[CH:17][C:16]([CH3:19])=[CH:15][N:14]=2)=[CH:9][CH:8]=1)[NH:20][C:21](=[O:22])[C@H:23]([C:24]([CH3:27])([CH3:26])[CH3:25])[NH:28][C:29](=[O:32])[O:30][CH3:31])[NH:1][C:47](=[O:48])[C@@H:46]([NH:45][C:43](=[O:44])[O:42][CH3:41])[C:50]([CH3:53])([CH3:52])[CH3:51])[C:35]1[CH:36]=[CH:37][CH:38]=[CH:39][CH:40]=1.